This data is from NCI-60 drug combinations with 297,098 pairs across 59 cell lines. The task is: Regression. Given two drug SMILES strings and cell line genomic features, predict the synergy score measuring deviation from expected non-interaction effect. (1) Drug 1: C(CN)CNCCSP(=O)(O)O. Drug 2: B(C(CC(C)C)NC(=O)C(CC1=CC=CC=C1)NC(=O)C2=NC=CN=C2)(O)O. Cell line: MALME-3M. Synergy scores: CSS=59.1, Synergy_ZIP=-4.76, Synergy_Bliss=-3.84, Synergy_Loewe=-26.0, Synergy_HSA=-0.364. (2) Drug 1: CC1=CC2C(CCC3(C2CCC3(C(=O)C)OC(=O)C)C)C4(C1=CC(=O)CC4)C. Drug 2: CCC1(CC2CC(C3=C(CCN(C2)C1)C4=CC=CC=C4N3)(C5=C(C=C6C(=C5)C78CCN9C7C(C=CC9)(C(C(C8N6C)(C(=O)OC)O)OC(=O)C)CC)OC)C(=O)OC)O.OS(=O)(=O)O. Cell line: EKVX. Synergy scores: CSS=25.6, Synergy_ZIP=-0.920, Synergy_Bliss=1.67, Synergy_Loewe=-9.57, Synergy_HSA=4.31. (3) Drug 1: CN(CC1=CN=C2C(=N1)C(=NC(=N2)N)N)C3=CC=C(C=C3)C(=O)NC(CCC(=O)O)C(=O)O. Synergy scores: CSS=45.9, Synergy_ZIP=0.304, Synergy_Bliss=-0.797, Synergy_Loewe=-5.40, Synergy_HSA=-5.28. Cell line: NCI-H522. Drug 2: CCC(=C(C1=CC=CC=C1)C2=CC=C(C=C2)OCCN(C)C)C3=CC=CC=C3.C(C(=O)O)C(CC(=O)O)(C(=O)O)O.